From a dataset of Catalyst prediction with 721,799 reactions and 888 catalyst types from USPTO. Predict which catalyst facilitates the given reaction. (1) Reactant: CCCP1(OP(CCC)(=O)OP(CCC)(=O)O1)=O.Cl.[O:20]1[C:25]2([CH2:30][CH2:29][N:28]([C:31]([O:33][C:34]([CH3:37])([CH3:36])[CH3:35])=[O:32])[CH2:27][CH2:26]2)[CH2:24][NH:23][CH2:22][CH2:21]1.[CH3:38][C:39]1[S:40][CH:41]=[C:42]([C:44](O)=[O:45])[N:43]=1.C(N(CC)CC)C. Product: [CH3:38][C:39]1[S:40][CH:41]=[C:42]([C:44]([N:23]2[CH2:24][C:25]3([CH2:30][CH2:29][N:28]([C:31]([O:33][C:34]([CH3:37])([CH3:36])[CH3:35])=[O:32])[CH2:27][CH2:26]3)[O:20][CH2:21][CH2:22]2)=[O:45])[N:43]=1. The catalyst class is: 18. (2) Reactant: [CH3:1][C:2]1([CH3:14])[C@@H:4]2[CH2:5][C:6]3[C:10]([C@H:3]12)=[C:9]([CH3:11])[S:8][C:7]=3[C:12]#[N:13].[NH2:15][OH:16].CCOC(C)=O.CCCCCCC. Product: [OH:16][NH:15][C:12]([C:7]1[S:8][C:9]([CH3:11])=[C:10]2[C:6]=1[CH2:5][C@H:4]1[C:2]([CH3:14])([CH3:1])[C@H:3]12)=[NH:13]. The catalyst class is: 8. (3) Reactant: [C:1]([C:3]1[CH:8]=[CH:7][CH:6]=[CH:5][C:4]=1[C:9]1[CH:14]=[CH:13][C:12]([CH2:15][C:16]2[C:17](=[O:41])[N:18]([C@H:28]3[CH2:33][CH2:32][C@H:31]([O:34][CH2:35][C:36](OCC)=[O:37])[CH2:30][CH2:29]3)[C:19]3[N:20]([N:25]=[CH:26][CH:27]=3)[C:21]=2[CH2:22][CH2:23][CH3:24])=[CH:11][CH:10]=1)#[N:2].C(O)C.[BH4-].[Li+].[Cl-].[NH4+]. Product: [OH:37][CH2:36][CH2:35][O:34][C@H:31]1[CH2:32][CH2:33][C@H:28]([N:18]2[C:17](=[O:41])[C:16]([CH2:15][C:12]3[CH:13]=[CH:14][C:9]([C:4]4[C:3]([C:1]#[N:2])=[CH:8][CH:7]=[CH:6][CH:5]=4)=[CH:10][CH:11]=3)=[C:21]([CH2:22][CH2:23][CH3:24])[N:20]3[N:25]=[CH:26][CH:27]=[C:19]23)[CH2:29][CH2:30]1. The catalyst class is: 54.